From a dataset of Forward reaction prediction with 1.9M reactions from USPTO patents (1976-2016). Predict the product of the given reaction. Given the reactants Br[C:2]1[CH:7]=[CH:6][C:5]([C:8]([CH3:14])([CH3:13])[CH2:9][CH2:10][CH2:11][CH3:12])=[CH:4][CH:3]=1.C([Li])CCC.CCCCCC.CN(C)[CH:28]=[O:29].[Cl-].[NH4+], predict the reaction product. The product is: [CH3:13][C:8]([C:5]1[CH:6]=[CH:7][C:2]([CH:28]=[O:29])=[CH:3][CH:4]=1)([CH3:14])[CH2:9][CH2:10][CH2:11][CH3:12].